From a dataset of Catalyst prediction with 721,799 reactions and 888 catalyst types from USPTO. Predict which catalyst facilitates the given reaction. (1) Reactant: [Cl:1][C:2]1[CH:7]=[CH:6][C:5]([C:8]2[N:12]([C:13]3[CH:18]=[CH:17][C:16]([Cl:19])=[CH:15][C:14]=3[Cl:20])[N:11]=[C:10]([C:21]([NH:23][N:24]3[CH2:29][CH2:28][CH2:27][CH2:26][CH2:25]3)=[O:22])[C:9]=2SC)=[CH:4][CH:3]=1.Cl[C:33]1C=CC=C(C(OO)=O)C=1.O.ClC1C=CC(C2N(C3C=CC(Cl)=CC=3Cl)N=C(C(NN3CCCCC3)=O)C=2[S:73](C)=[O:74])=CC=1. Product: [Cl:1][C:2]1[CH:7]=[CH:6][C:5]([C:8]2[N:12]([C:13]3[CH:18]=[CH:17][C:16]([Cl:19])=[CH:15][C:14]=3[Cl:20])[N:11]=[C:10]([C:21]([NH:23][N:24]3[CH2:25][CH2:26][CH2:27][CH2:28][C:29]3=[S:73]=[O:74])=[O:22])[C:9]=2[CH3:33])=[CH:4][CH:3]=1. The catalyst class is: 98. (2) Reactant: Cl[C:2]1[C:11]2[CH:10]=[C:9]([C:12]#[N:13])[CH:8]=[CH:7][C:6]=2[N:5]=[C:4]2[CH2:14][N:15]([CH2:18][CH3:19])[C:16](=[O:17])[C:3]=12.Cl.[Cl:21][C:22]1[CH:23]=[C:24]([CH:27]=[CH:28][C:29]=1[O:30][CH3:31])[CH2:25][NH2:26]. Product: [Cl:21][C:22]1[CH:23]=[C:24]([CH:27]=[CH:28][C:29]=1[O:30][CH3:31])[CH2:25][NH:26][C:2]1[C:11]2[CH:10]=[C:9]([C:12]#[N:13])[CH:8]=[CH:7][C:6]=2[N:5]=[C:4]2[CH2:14][N:15]([CH2:18][CH3:19])[C:16](=[O:17])[C:3]=12. The catalyst class is: 259. (3) Reactant: [CH3:1][S:2][C:3]1[S:7][C:6]2=[N:8][C:9]([C:11]3[O:12][C:13]4[CH:19]=[C:18]([OH:20])[CH:17]=[CH:16][C:14]=4[N:15]=3)=[CH:10][N:5]2[N:4]=1.[CH3:21]I.[H-].[Na+].O. Product: [CH3:21][O:20][C:18]1[CH:17]=[CH:16][C:14]2[N:15]=[C:11]([C:9]3[N:8]=[C:6]4[N:5]([CH:10]=3)[N:4]=[C:3]([S:2][CH3:1])[S:7]4)[O:12][C:13]=2[CH:19]=1. The catalyst class is: 3. (4) Reactant: [N+:1]([C:4]1[CH:5]=[C:6]([CH:10]=[CH:11][C:12]=1F)[C:7]([OH:9])=[O:8])([O-])=O.N([O-])=O.[Na+].[N-]=[N+:19]=[N-:20].[Na+].O.[C:23](O)(C(F)(F)F)=O. Product: [N:1]([C:4]1[CH:5]=[C:6]([CH:10]=[CH:11][C:12]=1[CH3:23])[C:7]([OH:9])=[O:8])=[N+:19]=[N-:20]. The catalyst class is: 45.